Predict which catalyst facilitates the given reaction. From a dataset of Catalyst prediction with 721,799 reactions and 888 catalyst types from USPTO. (1) Reactant: [CH3:1][O:2][C:3]1[CH:4]=[C:5]2[C:10](=[CH:11][C:12]=1[OH:13])[N:9]=[CH:8][CH:7]=[C:6]2[O:14][C:15]1[C:16]([C:23]2[CH:28]=[CH:27][CH:26]=[C:25]([CH3:29])[N:24]=2)=[N:17][C:18]([CH3:22])=[C:19]([CH3:21])[CH:20]=1.C1(P(C2C=CC=CC=2)C2C=CC=CC=2)C=CC=CC=1.CC1(C)[O:55][CH2:54][CH:53]([CH2:56]O)[CH2:52][O:51]1.CCOC(/N=N/C(OCC)=O)=O.S(=O)(=O)(O)O.[OH-].[Na+]. Product: [CH3:1][O:2][C:3]1[CH:4]=[C:5]2[C:10](=[CH:11][C:12]=1[O:13][CH2:56][CH:53]([CH2:54][OH:55])[CH2:52][OH:51])[N:9]=[CH:8][CH:7]=[C:6]2[O:14][C:15]1[C:16]([C:23]2[CH:28]=[CH:27][CH:26]=[C:25]([CH3:29])[N:24]=2)=[N:17][C:18]([CH3:22])=[C:19]([CH3:21])[CH:20]=1. The catalyst class is: 30. (2) Product: [Cl:54][C:51]1[CH:52]=[N:53][C:48]([C:45]2([NH:44][C:42](=[O:43])/[CH:41]=[CH:40]/[C@:23]34[CH2:35][C:34](=[O:36])[C:33]([CH:37]([CH3:38])[CH3:39])=[C:24]3[C@@H:25]3[C@@:20]([CH3:55])([CH2:21][CH2:22]4)[C@@:19]4([CH3:56])[C@@H:28]([C@:29]5([CH3:32])[C@@H:16]([CH2:17][CH2:18]4)[C:15]([CH3:57])([CH3:58])[C@@H:14]([O:13][C:11](=[O:12])[CH2:10][C:2]([CH3:1])([CH3:59])[C:3]([OH:5])=[O:4])[CH2:31][CH2:30]5)[CH2:27][CH2:26]3)[CH2:47][CH2:46]2)=[N:49][CH:50]=1. The catalyst class is: 4. Reactant: [CH3:1][C:2]([CH3:59])([CH2:10][C:11]([O:13][C@H:14]1[CH2:31][CH2:30][C@@:29]2([CH3:32])[C@@H:16]([CH2:17][CH2:18][C@:19]3([CH3:56])[C@@H:28]2[CH2:27][CH2:26][C@H:25]2[C@@:20]3([CH3:55])[CH2:21][CH2:22][C@@:23]3(/[CH:40]=[CH:41]/[C:42]([NH:44][C:45]4([C:48]5[N:53]=[CH:52][C:51]([Cl:54])=[CH:50][N:49]=5)[CH2:47][CH2:46]4)=[O:43])[CH2:35][C:34](=[O:36])[C:33]([CH:37]([CH3:39])[CH3:38])=[C:24]32)[C:15]1([CH3:58])[CH3:57])=[O:12])[C:3]([O:5]C(C)(C)C)=[O:4].C(O)(C(F)(F)F)=O. (3) Reactant: [CH3:1][C:2]([O:5][C:6]([N:8]1[CH2:14][CH2:13][C:11](=O)[CH2:10][CH2:9]1)=[O:7])([CH3:4])[CH3:3].[CH2:15]([N:22]1[CH2:27][CH2:26][NH:25][CH2:24][CH2:23]1)[C:16]1[CH:21]=[CH:20][CH:19]=[CH:18][CH:17]=1.C(O)(=O)C.C([BH3-])#N.[Na+]. Product: [C:2]([O:5][C:6]([N:8]1[CH2:14][CH2:13][CH:11]([N:25]2[CH2:26][CH2:27][N:22]([CH2:15][C:16]3[CH:17]=[CH:18][CH:19]=[CH:20][CH:21]=3)[CH2:23][CH2:24]2)[CH2:10][CH2:9]1)=[O:7])([CH3:4])([CH3:3])[CH3:1]. The catalyst class is: 24. (4) Reactant: [C:1]1([CH3:21])[CH:6]=[C:5]([CH3:7])[CH:4]=[C:3]([CH3:8])[C:2]=1[NH:9][CH:10]=[N:11][C:12]1[C:17]([CH3:18])=[CH:16][C:15]([CH3:19])=[CH:14][C:13]=1[CH3:20].[Br:22][CH:23]([P:27](=[O:34])([O:31][CH2:32][CH3:33])[O:28][CH2:29][CH3:30])[CH:24](Br)[CH3:25].C(N(C(C)C)CC)(C)C. Product: [Br-:22].[CH2:32]([O:31][P:27]([CH2:23][CH:24]1[N:9]([C:2]2[C:3]([CH3:8])=[CH:4][C:5]([CH3:7])=[CH:6][C:1]=2[CH3:21])[CH:10]=[N+:11]([C:12]2[C:13]([CH3:20])=[CH:14][C:15]([CH3:19])=[CH:16][C:17]=2[CH3:18])[CH2:25]1)([O:28][CH2:29][CH3:30])=[O:34])[CH3:33]. The catalyst class is: 8. (5) Reactant: C([O:5][C:6]([CH:8]1[NH:12][CH:11]([CH2:13][C:14]([CH3:17])([CH3:16])[CH3:15])[C:10]2([C:25]3[C:20](=[CH:21][C:22]([Cl:26])=[CH:23][CH:24]=3)[NH:19][C:18]2=[O:27])[CH:9]1[C:28]1[CH:33]=[CH:32][CH:31]=[C:30]([Cl:34])[C:29]=1[F:35])=[O:7])(C)(C)C.[F:36][C:37]([F:42])([F:41])[C:38]([OH:40])=[O:39]. Product: [F:36][C:37]([F:42])([F:41])[C:38]([OH:40])=[O:39].[Cl:26][C:22]1[CH:21]=[C:20]2[NH:19][C:18](=[O:27])[C:10]3([CH:9]([C:28]4[CH:33]=[CH:32][CH:31]=[C:30]([Cl:34])[C:29]=4[F:35])[CH:8]([C:6]([OH:7])=[O:5])[NH:12][CH:11]3[CH2:13][C:14]([CH3:16])([CH3:15])[CH3:17])[C:25]2=[CH:24][CH:23]=1. The catalyst class is: 4.